This data is from Blood-brain barrier permeability classification from the B3DB database. The task is: Regression/Classification. Given a drug SMILES string, predict its absorption, distribution, metabolism, or excretion properties. Task type varies by dataset: regression for continuous measurements (e.g., permeability, clearance, half-life) or binary classification for categorical outcomes (e.g., BBB penetration, CYP inhibition). Dataset: b3db_classification. (1) The compound is C=C1CC(C)C2C3Cc4ccc(O)cc4C2(CCN3CC2CCC2)C1. The result is 1 (penetrates BBB). (2) The compound is CC[C@@H](C(=O)O)c1ccc(N2Cc3ccccc3C2=O)cc1. The result is 1 (penetrates BBB). (3) The compound is N[C@@H](Cc1cc(I)c(Oc2ccc(O)c(I)c2)c(I)c1)C(=O)O. The result is 0 (does not penetrate BBB). (4) The compound is CCCCCCCC. The result is 1 (penetrates BBB). (5) The molecule is O=C1C2CCCCC2C(=O)N1CCCCN1CCN(c2nsc3ccccc23)CC1. The result is 1 (penetrates BBB). (6) The drug is CC1(C)SC2C(NC(=O)C(N)c3ccccc3)C(=O)N2C1C(=O)O. The result is 0 (does not penetrate BBB). (7) The compound is CNCC(O)CC12CCC(c3ccccc31)c1ccccc12. The result is 1 (penetrates BBB).